This data is from Forward reaction prediction with 1.9M reactions from USPTO patents (1976-2016). The task is: Predict the product of the given reaction. (1) Given the reactants C(O[C:6](=O)[NH:7][C@H:8]1[CH2:11][C@H:10]([N:12]2[C:16]3=[N:17][CH:18]=[CH:19][CH:20]=[C:15]3[C:14]([CH3:22])([CH3:21])[C:13]2=[O:23])[CH2:9]1)(C)(C)C.ClC1[S:27][C:28]([C:31]2[CH:36]=[CH:35][CH:34]=[CH:33][CH:32]=2)=[CH:29][N:30]=1, predict the reaction product. The product is: [CH3:22][C:14]1([CH3:21])[C:15]2[C:16](=[N:17][CH:18]=[CH:19][CH:20]=2)[N:12]([C@H:10]2[CH2:11][C@H:8]([NH:7][C:6]3[S:27][C:28]([C:31]4[CH:36]=[CH:35][CH:34]=[CH:33][CH:32]=4)=[CH:29][N:30]=3)[CH2:9]2)[C:13]1=[O:23]. (2) Given the reactants [Br:1][C:2]1[CH:3]=[C:4]2[C:8](=[CH:9][CH:10]=1)[NH:7][C:6](=[O:11])[C:5]2=O.[CH3:13][O:14][C:15]1[CH:24]=[CH:23][C:18]([C:19]([NH:21][NH2:22])=[O:20])=[CH:17][CH:16]=1, predict the reaction product. The product is: [CH3:13][O:14][C:15]1[CH:16]=[CH:17][C:18]([C:19]([NH:21][N:22]=[C:5]2[C:4]3[C:8](=[CH:9][CH:10]=[C:2]([Br:1])[CH:3]=3)[NH:7][C:6]2=[O:11])=[O:20])=[CH:23][CH:24]=1. (3) Given the reactants C(ON[C:10]([C@H:12]1[C@@H:17]([OH:18])[C@H:16]([OH:19])[C@@H:15]([OH:20])[CH2:14][N:13]1[S:21]([C:24]1[CH:29]=[CH:28][C:27]([O:30][C:31]2[CH:36]=[CH:35][CH:34]=[CH:33][CH:32]=2)=[CH:26][CH:25]=1)(=[O:23])=[O:22])=[O:11])C1C=CC=CC=1.C[OH:38], predict the reaction product. The product is: [OH:18][C@H:17]1[C@H:16]([OH:19])[C@H:15]([OH:20])[CH2:14][N:13]([S:21]([C:24]2[CH:25]=[CH:26][C:27]([O:30][C:31]3[CH:32]=[CH:33][CH:34]=[CH:35][CH:36]=3)=[CH:28][CH:29]=2)(=[O:22])=[O:23])[C@H:12]1[C:10]([OH:11])=[O:38]. (4) The product is: [Cl:28][C:9]1[C:8]([C:12]#[N:13])=[C:7]([C:14]2[CH:19]=[CH:18][C:17]([C:20]([F:23])([F:22])[F:21])=[C:16]([O:24][CH3:25])[CH:15]=2)[N:6]=[C:5]([NH:4][CH:1]2[CH2:3][CH2:2]2)[N:10]=1. Given the reactants [CH:1]1([NH:4][C:5]2[N:10]=[C:9](O)[C:8]([C:12]#[N:13])=[C:7]([C:14]3[CH:19]=[CH:18][C:17]([C:20]([F:23])([F:22])[F:21])=[C:16]([O:24][CH3:25])[CH:15]=3)[N:6]=2)[CH2:3][CH2:2]1.P(Cl)(Cl)([Cl:28])=O, predict the reaction product. (5) Given the reactants [CH3:1][CH2:2][O:3][C:4]([C@@H:6]([NH:15][C@@H:16]1[C:26](=[O:27])[N:25]([CH2:28][C:29]([OH:31])=[O:30])[C:24]2[CH:23]=[CH:22][CH:21]=[CH:20][C:19]=2[CH2:18][CH2:17]1)[CH2:7][CH2:8][C:9]1[CH:10]=[CH:11][CH:12]=[CH:13][CH:14]=1)=[O:5].[ClH:32], predict the reaction product. The product is: [CH3:1][CH2:2][O:3][C:4]([C@@H:6]([NH:15][C@@H:16]1[C:26](=[O:27])[N:25]([CH2:28][C:29]([OH:31])=[O:30])[C:24]2[CH:23]=[CH:22][CH:21]=[CH:20][C:19]=2[CH2:18][CH2:17]1)[CH2:7][CH2:8][C:9]1[CH:14]=[CH:13][CH:12]=[CH:11][CH:10]=1)=[O:5].[ClH:32].